From a dataset of Merck oncology drug combination screen with 23,052 pairs across 39 cell lines. Regression. Given two drug SMILES strings and cell line genomic features, predict the synergy score measuring deviation from expected non-interaction effect. (1) Drug 1: NC1(c2ccc(-c3nc4ccn5c(=O)[nH]nc5c4cc3-c3ccccc3)cc2)CCC1. Drug 2: Cc1nc(Nc2ncc(C(=O)Nc3c(C)cccc3Cl)s2)cc(N2CCN(CCO)CC2)n1. Cell line: NCIH2122. Synergy scores: synergy=62.3. (2) Drug 1: C=CCn1c(=O)c2cnc(Nc3ccc(N4CCN(C)CC4)cc3)nc2n1-c1cccc(C(C)(C)O)n1. Drug 2: O=C(NOCC(O)CO)c1ccc(F)c(F)c1Nc1ccc(I)cc1F. Cell line: OV90. Synergy scores: synergy=-2.46. (3) Drug 1: Nc1ccn(C2OC(CO)C(O)C2(F)F)c(=O)n1. Drug 2: NC(=O)c1cccc2cn(-c3ccc(C4CCCNC4)cc3)nc12. Cell line: HT144. Synergy scores: synergy=5.35. (4) Drug 1: NC(=O)c1cccc2cn(-c3ccc(C4CCCNC4)cc3)nc12. Drug 2: COC1CC2CCC(C)C(O)(O2)C(=O)C(=O)N2CCCCC2C(=O)OC(C(C)CC2CCC(OP(C)(C)=O)C(OC)C2)CC(=O)C(C)C=C(C)C(O)C(OC)C(=O)C(C)CC(C)C=CC=CC=C1C. Cell line: COLO320DM. Synergy scores: synergy=17.2. (5) Drug 1: COC12C(COC(N)=O)C3=C(C(=O)C(C)=C(N)C3=O)N1CC1NC12. Drug 2: Cn1c(=O)n(-c2ccc(C(C)(C)C#N)cc2)c2c3cc(-c4cnc5ccccc5c4)ccc3ncc21. Cell line: PA1. Synergy scores: synergy=16.5. (6) Drug 1: CCN(CC)CCNC(=O)c1c(C)[nH]c(C=C2C(=O)Nc3ccc(F)cc32)c1C. Drug 2: COC1=C2CC(C)CC(OC)C(O)C(C)C=C(C)C(OC(N)=O)C(OC)C=CC=C(C)C(=O)NC(=CC1=O)C2=O. Cell line: MSTO. Synergy scores: synergy=10.2. (7) Drug 1: CN(C)C(=N)N=C(N)N. Drug 2: Cn1c(=O)n(-c2ccc(C(C)(C)C#N)cc2)c2c3cc(-c4cnc5ccccc5c4)ccc3ncc21. Cell line: A2058. Synergy scores: synergy=28.2. (8) Drug 1: CCc1c2c(nc3ccc(O)cc13)-c1cc3c(c(=O)n1C2)COC(=O)C3(O)CC. Drug 2: Cn1cc(-c2cnn3c(N)c(Br)c(C4CCCNC4)nc23)cn1. Cell line: ZR751. Synergy scores: synergy=5.11.